From a dataset of Full USPTO retrosynthesis dataset with 1.9M reactions from patents (1976-2016). Predict the reactants needed to synthesize the given product. (1) Given the product [CH3:1][N:2]([C:3]1[CH:8]=[CH:7][CH:6]=[CH:5][N:4]=1)[CH2:9][CH2:10][O:11][C:12]1[CH:25]=[CH:24][C:15]([CH2:16][CH:17]2[S:21][C:20](=[O:22])[NH:19][C:18]2=[O:23])=[CH:14][CH:13]=1.[CH:27](/[C:26]([OH:33])=[O:32])=[CH:28]/[C:29]([OH:31])=[O:30], predict the reactants needed to synthesize it. The reactants are: [CH3:1][N:2]([CH2:9][CH2:10][O:11][C:12]1[CH:25]=[CH:24][C:15]([CH2:16][CH:17]2[S:21][C:20](=[O:22])[NH:19][C:18]2=[O:23])=[CH:14][CH:13]=1)[C:3]1[CH:8]=[CH:7][CH:6]=[CH:5][N:4]=1.[C:26]([OH:33])(=[O:32])/[CH:27]=[CH:28]\[C:29]([OH:31])=[O:30]. (2) The reactants are: [Br:1][C:2]1[CH:11]=[CH:10][CH:9]=[C:8]2[C:3]=1[CH:4]=[CH:5][N:6]=[CH:7]2.[N+:12]([O-])([O-:14])=[O:13].[K+].C1C2C(=CC=CC=2)C=CN=1. Given the product [Br:1][C:2]1[CH:11]=[CH:10][C:9]([N+:12]([O-:14])=[O:13])=[C:8]2[C:3]=1[CH:4]=[CH:5][N:6]=[CH:7]2, predict the reactants needed to synthesize it. (3) Given the product [CH3:20][C:21]1[CH:22]=[C:23]([NH:28][C:29](=[O:30])[NH:1][C:2]2[CH:3]=[CH:4][C:5]([C:8]3[C:16]4[C:11](=[CH:12][N:13]=[CH:14][CH:15]=4)[NH:10][C:9]=3[C:17]([NH2:19])=[O:18])=[CH:6][CH:7]=2)[CH:24]=[CH:25][C:26]=1[CH3:27], predict the reactants needed to synthesize it. The reactants are: [NH2:1][C:2]1[CH:7]=[CH:6][C:5]([C:8]2[C:16]3[C:11](=[CH:12][N:13]=[CH:14][CH:15]=3)[NH:10][C:9]=2[C:17]([NH2:19])=[O:18])=[CH:4][CH:3]=1.[CH3:20][C:21]1[CH:22]=[C:23]([N:28]=[C:29]=[O:30])[CH:24]=[CH:25][C:26]=1[CH3:27]. (4) The reactants are: [CH3:1][C:2]1[N:6]([CH2:7][C:8]([N:10]2[CH2:15][CH2:14][CH:13]([C:16]3[S:17][CH:18]=[C:19]([C:21](O)=[O:22])[N:20]=3)[CH2:12][CH2:11]2)=[O:9])[N:5]=[C:4]([C:24]([F:27])([F:26])[F:25])[CH:3]=1.C(Cl)(=O)C([Cl:31])=O. Given the product [CH3:1][C:2]1[N:6]([CH2:7][C:8]([N:10]2[CH2:15][CH2:14][CH:13]([C:16]3[S:17][CH:18]=[C:19]([C:21]([Cl:31])=[O:22])[N:20]=3)[CH2:12][CH2:11]2)=[O:9])[N:5]=[C:4]([C:24]([F:27])([F:26])[F:25])[CH:3]=1, predict the reactants needed to synthesize it. (5) Given the product [Br:1][C:2]1[CH:22]=[CH:21][C:5]([O:6][C@H:7]2[CH2:12][CH2:11][NH:10][CH2:9][C@H:8]2[F:20])=[C:4]([CH:3]=1)[C:23]#[N:24], predict the reactants needed to synthesize it. The reactants are: [Br:1][C:2]1[CH:22]=[CH:21][C:5]([O:6][C@H:7]2[CH2:12][CH2:11][N:10](C(OC(C)(C)C)=O)[CH2:9][C@H:8]2[F:20])=[C:4]([C:23]#[N:24])[CH:3]=1.FC(F)(F)C(O)=O. (6) Given the product [N+:3]([C:6]1[N:7]=[C:8]2[N:13]([CH:14]=1)[CH2:12][C@H:11]([O:15][CH2:17][C:18]1[N:19]=[C:20]([C:23]3[CH:24]=[CH:25][C:26]([O:29][C:30]([F:33])([F:31])[F:32])=[CH:27][CH:28]=3)[S:21][CH:22]=1)[CH2:10][O:9]2)([O-:5])=[O:4], predict the reactants needed to synthesize it. The reactants are: [H-].[Na+].[N+:3]([C:6]1[N:7]=[C:8]2[N:13]([CH:14]=1)[CH2:12][C@H:11]([OH:15])[CH2:10][O:9]2)([O-:5])=[O:4].Br[CH2:17][C:18]1[N:19]=[C:20]([C:23]2[CH:28]=[CH:27][C:26]([O:29][C:30]([F:33])([F:32])[F:31])=[CH:25][CH:24]=2)[S:21][CH:22]=1.